Task: Predict the reaction yield, written as a fraction of the theoretical maximum amount of product (1.0 means a 100% yield; for example, 0.34 means a 34% yield).. Dataset: Reaction yield outcomes from USPTO patents with 853,638 reactions (1) The reactants are [C:1](Cl)(=[O:3])[CH3:2].[CH3:5][C:6]1([CH3:20])[CH2:12][CH2:11][CH2:10][NH:9][C:8]2[CH:13]=[C:14]([N+:17]([O-:19])=[O:18])[CH:15]=[CH:16][C:7]1=2.C([O-])(O)=O.[Na+].O. The catalyst is C(Cl)Cl. The product is [CH3:5][C:6]1([CH3:20])[CH2:12][CH2:11][CH2:10][N:9]([C:1](=[O:3])[CH3:2])[C:8]2[CH:13]=[C:14]([N+:17]([O-:19])=[O:18])[CH:15]=[CH:16][C:7]1=2. The yield is 0.640. (2) The reactants are C([O-])=O.[NH4+].[O:5]=[C:6]([N:31]1[CH2:36][CH2:35][N:34]([C:37](=[O:48])[C:38]2[CH:43]=[CH:42][CH:41]=[CH:40][C:39]=2[C:44]([F:47])([F:46])[F:45])[CH2:33][CH2:32]1)[CH2:7][NH:8][C:9]([C:11]1[CH:16]=[CH:15][C:14]([C:17]2[CH:22]=[CH:21][CH:20]=[CH:19][C:18]=2[O:23]CC2C=CC=CC=2)=[CH:13][CH:12]=1)=[O:10]. The catalyst is CO.O.[Pd]. The product is [O:5]=[C:6]([N:31]1[CH2:36][CH2:35][N:34]([C:37](=[O:48])[C:38]2[CH:43]=[CH:42][CH:41]=[CH:40][C:39]=2[C:44]([F:46])([F:47])[F:45])[CH2:33][CH2:32]1)[CH2:7][NH:8][C:9]([C:11]1[CH:16]=[CH:15][C:14]([C:17]2[CH:22]=[CH:21][CH:20]=[CH:19][C:18]=2[OH:23])=[CH:13][CH:12]=1)=[O:10]. The yield is 0.470. (3) The reactants are [CH:1]12[CH2:7][CH:5]([O:6]1)[CH2:4][N:3]([C:8]1[CH:17]=[C:16]3[C:11]([N:12]=[CH:13][CH:14]=[N:15]3)=[C:10]([O:18][CH:19]3[CH2:24][CH2:23][CH:22]([N:25]4C(=O)C5C(=CC=CC=5)C4=O)[CH2:21][CH2:20]3)[CH:9]=1)[CH2:2]2.O.NN. The catalyst is CCO. The product is [CH:5]12[CH2:7][CH:1]([O:6]1)[CH2:2][N:3]([C:8]1[CH:17]=[C:16]3[C:11]([N:12]=[CH:13][CH:14]=[N:15]3)=[C:10]([O:18][CH:19]3[CH2:20][CH2:21][CH:22]([NH2:25])[CH2:23][CH2:24]3)[CH:9]=1)[CH2:4]2. The yield is 0.778.